From a dataset of Catalyst prediction with 721,799 reactions and 888 catalyst types from USPTO. Predict which catalyst facilitates the given reaction. Reactant: [O-:1][C:2]#[N:3].[K+].C(O[C:8](=[O:24])[CH2:9][NH:10][CH:11]1[CH2:16][CH2:15][N:14]([C:17]([O:19][C:20]([CH3:23])([CH3:22])[CH3:21])=[O:18])[CH2:13][CH2:12]1)C.C(O)(=O)C. Product: [O:1]=[C:2]1[NH:3][C:8](=[O:24])[CH2:9][N:10]1[CH:11]1[CH2:12][CH2:13][N:14]([C:17]([O:19][C:20]([CH3:21])([CH3:22])[CH3:23])=[O:18])[CH2:15][CH2:16]1. The catalyst class is: 6.